Task: Regression. Given two drug SMILES strings and cell line genomic features, predict the synergy score measuring deviation from expected non-interaction effect.. Dataset: Merck oncology drug combination screen with 23,052 pairs across 39 cell lines (1) Drug 1: CN1C(=O)C=CC2(C)C3CCC4(C)C(NC(=O)OCC(F)(F)F)CCC4C3CCC12. Drug 2: C=CCn1c(=O)c2cnc(Nc3ccc(N4CCN(C)CC4)cc3)nc2n1-c1cccc(C(C)(C)O)n1. Cell line: PA1. Synergy scores: synergy=9.13. (2) Drug 1: O=S1(=O)NC2(CN1CC(F)(F)F)C1CCC2Cc2cc(C=CCN3CCC(C(F)(F)F)CC3)ccc2C1. Drug 2: COc1cc(C2c3cc4c(cc3C(OC3OC5COC(C)OC5C(O)C3O)C3COC(=O)C23)OCO4)cc(OC)c1O. Cell line: ES2. Synergy scores: synergy=-2.71.